This data is from HIV replication inhibition screening data with 41,000+ compounds from the AIDS Antiviral Screen. The task is: Binary Classification. Given a drug SMILES string, predict its activity (active/inactive) in a high-throughput screening assay against a specified biological target. (1) The compound is CCCCCCCCCCCc1c(O)c(O)cc2nc3cc(C(=O)NC(C(=O)O)C(C)C)ccc3nc12. The result is 0 (inactive). (2) The drug is O=c1c2cc3c(cc2c2cccc4c2n1CCC4)OCO3. The result is 0 (inactive). (3) The result is 0 (inactive). The compound is CSc1[nH][nH]c(=N)c1C(=O)Nc1ccccc1. (4) The molecule is COc1ccc2c(c1)c1cc(OC)ccc1n2CCCCOc1ccc(-c2c3ccccc3c(-c3ccc(OCCCCn4c5ccc(OC)cc5c5cc(OC)ccc54)cc3)c3ccccc23)cc1. The result is 0 (inactive). (5) The drug is O=C1CN(c2cccc(C(F)(F)F)c2)C(=O)CN1CCN1CC(=O)N(c2cccc(C(F)(F)F)c2)CC1=O. The result is 0 (inactive). (6) The molecule is C#CCNC(Cc1ccccc1)C(=O)O. The result is 0 (inactive).